Dataset: Forward reaction prediction with 1.9M reactions from USPTO patents (1976-2016). Task: Predict the product of the given reaction. The product is: [CH3:40][C:11]([OH:39])([CH2:12][O:13][C:14]1[CH:15]=[CH:16][C:17]([N:20]2[CH2:21][CH2:22][CH:23]([CH2:26][CH2:27][C:28]3[CH:29]=[CH:30][C:31]([O:34][C:35]([F:38])([F:36])[F:37])=[CH:32][CH:33]=3)[CH2:24][CH2:25]2)=[CH:18][CH:19]=1)[CH2:10][CH2:9][OH:8]. Given the reactants C([O:8][CH2:9][CH2:10][C:11]([CH3:40])([OH:39])[CH2:12][O:13][C:14]1[CH:19]=[CH:18][C:17]([N:20]2[CH2:25][CH2:24][CH:23]([CH2:26][CH2:27][C:28]3[CH:33]=[CH:32][C:31]([O:34][C:35]([F:38])([F:37])[F:36])=[CH:30][CH:29]=3)[CH2:22][CH2:21]2)=[CH:16][CH:15]=1)C1C=CC=CC=1.[H][H], predict the reaction product.